Dataset: Forward reaction prediction with 1.9M reactions from USPTO patents (1976-2016). Task: Predict the product of the given reaction. (1) The product is: [CH2:23]([O:20][C:19]([C:18]1[C:12]2[O:11][B:10]([OH:22])[C@@H:9]([NH:8][C:6](=[O:7])[CH2:5][CH2:4][C:1](=[O:3])[NH2:2])[CH2:14][C:13]=2[CH:15]=[CH:16][CH:17]=1)=[O:21])[CH3:24]. Given the reactants [C:1]([CH2:4][CH2:5][C:6]([NH:8][CH:9]1[CH2:14][C:13]2[CH:15]=[CH:16][CH:17]=[C:18]([C:19]([OH:21])=[O:20])[C:12]=2[O:11][B:10]1[OH:22])=[O:7])(=[O:3])[NH2:2].[CH2:23](O)[CH3:24], predict the reaction product. (2) Given the reactants [F:1][C:2]1[CH:3]=[C:4]2[C:9](=[C:10]([F:12])[CH:11]=1)[CH2:8][CH:7]([NH:13][CH:14]([CH2:18][CH2:19][CH3:20])[C:15]([OH:17])=O)[CH2:6][CH2:5]2.[CH3:21][C:22]([CH3:37])([CH3:36])[CH2:23][N:24]([CH3:35])[CH2:25][C:26]([N:29]1[CH:33]=[C:32]([NH2:34])[N:31]=[CH:30]1)([CH3:28])[CH3:27], predict the reaction product. The product is: [CH3:21][C:22]([CH3:37])([CH3:36])[CH2:23][N:24]([CH3:35])[CH2:25][C:26]([N:29]1[CH:33]=[C:32]([NH:34][C:15](=[O:17])[CH:14]([NH:13][CH:7]2[CH2:6][CH2:5][C:4]3[C:9](=[C:10]([F:12])[CH:11]=[C:2]([F:1])[CH:3]=3)[CH2:8]2)[CH2:18][CH2:19][CH3:20])[N:31]=[CH:30]1)([CH3:27])[CH3:28]. (3) The product is: [CH3:20][O:19][C:13]1[CH:12]=[C:11]([C:8]2[CH:9]=[CH:10][C:5]3[N:6]([C:2]([Sn:23]([CH3:29])([CH3:28])[CH3:22])=[C:3]([CH3:21])[N:4]=3)[N:7]=2)[CH:16]=[CH:15][C:14]=1[O:17][CH3:18]. Given the reactants Br[C:2]1[N:6]2[N:7]=[C:8]([C:11]3[CH:16]=[CH:15][C:14]([O:17][CH3:18])=[C:13]([O:19][CH3:20])[CH:12]=3)[CH:9]=[CH:10][C:5]2=[N:4][C:3]=1[CH3:21].[CH3:22][Sn:23]([CH3:29])([CH3:28])[Sn:23]([CH3:29])([CH3:28])[CH3:22], predict the reaction product. (4) Given the reactants [CH2:1]1[C:5]2([CH2:10][CH2:9][NH:8][CH2:7][CH2:6]2)[CH2:4][CH2:3][N:2]1[C:11]1[CH:18]=[CH:17][C:14]([C:15]#[N:16])=[CH:13][N:12]=1.CC1C=CC(S(O[CH2:30][CH:31]2[C:40]3[C:35](=[C:36]4[CH2:43][O:42][C:41](=[O:44])[C:37]4=[CH:38][CH:39]=3)[CH2:34][CH2:33][O:32]2)(=O)=O)=CC=1, predict the reaction product. The product is: [O:44]=[C:41]1[C:37]2[C:36](=[C:35]3[C:40](=[CH:39][CH:38]=2)[CH:31]([CH2:30][N:8]2[CH2:7][CH2:6][C:5]4([CH2:1][N:2]([C:11]5[CH:18]=[CH:17][C:14]([C:15]#[N:16])=[CH:13][N:12]=5)[CH2:3][CH2:4]4)[CH2:10][CH2:9]2)[O:32][CH2:33][CH2:34]3)[CH2:43][O:42]1. (5) Given the reactants [C:1]([O:5][C:6](=[O:9])[CH2:7][NH2:8])([CH3:4])([CH3:3])[CH3:2].[CH3:10][C:11]([C:16]1[O:17][C:18]([CH3:21])=[CH:19][CH:20]=1)([CH3:15])[CH2:12][CH:13]=O, predict the reaction product. The product is: [C:1]([O:5][C:6](=[O:9])[CH2:7]/[N:8]=[CH:13]/[CH2:12][C:11]([CH3:15])([C:16]1[O:17][C:18]([CH3:21])=[CH:19][CH:20]=1)[CH3:10])([CH3:4])([CH3:3])[CH3:2]. (6) Given the reactants [OH-].[Na+].[CH:3]1([N:6]2[C:14]3[C:9](=[C:10]([N:39]4[CH2:44][CH2:43][CH:42]([C:45]([O:47]CC)=[O:46])[CH2:41][CH2:40]4)[CH:11]=[C:12]([C:15]([N:17]4[CH2:22][CH2:21][C:20]5([CH2:31][C:30](=[O:32])[C:29]6[C:24](=[CH:25][CH:26]=[C:27]([C:33]7[CH:34]=[N:35][N:36]([CH3:38])[CH:37]=7)[CH:28]=6)[O:23]5)[CH2:19][CH2:18]4)=[O:16])[CH:13]=3)[CH:8]=[CH:7]2)[CH2:5][CH2:4]1.CO.Cl, predict the reaction product. The product is: [CH:3]1([N:6]2[C:14]3[C:9](=[C:10]([N:39]4[CH2:44][CH2:43][CH:42]([C:45]([OH:47])=[O:46])[CH2:41][CH2:40]4)[CH:11]=[C:12]([C:15]([N:17]4[CH2:18][CH2:19][C:20]5([CH2:31][C:30](=[O:32])[C:29]6[C:24](=[CH:25][CH:26]=[C:27]([C:33]7[CH:34]=[N:35][N:36]([CH3:38])[CH:37]=7)[CH:28]=6)[O:23]5)[CH2:21][CH2:22]4)=[O:16])[CH:13]=3)[CH:8]=[CH:7]2)[CH2:4][CH2:5]1. (7) The product is: [F:12][C:13]1[CH:18]=[CH:17][C:16]([CH:19]([NH:21][C:1](=[O:11])[CH:2]=[CH:3][C:4]2[CH:5]=[CH:6][CH:7]=[CH:8][CH:9]=2)[CH3:20])=[CH:15][C:14]=1[N:22]1[CH2:23][CH2:24][O:25][CH2:26][CH2:27]1. Given the reactants [C:1]([OH:11])(=O)[CH:2]=[CH:3][C:4]1[CH:9]=[CH:8][CH:7]=[CH:6][CH:5]=1.[F:12][C:13]1[CH:18]=[CH:17][C:16]([CH:19]([NH2:21])[CH3:20])=[CH:15][C:14]=1[N:22]1[CH2:27][CH2:26][O:25][CH2:24][CH2:23]1.CCN=C=NCCCN(C)C.Cl.CCN(CC)CC, predict the reaction product. (8) Given the reactants [CH3:1][C:2]1[C:3]([O:20][CH2:21][C:22]([F:25])([F:24])[F:23])=[CH:4][CH:5]=[N:6][C:7]=1[CH2:8][S+:9]([O-:19])[C:10]1[NH:11][C:12]2[CH:13]=[CH:14][CH:15]=[CH:16][C:17]=2[N:18]=1.Cl[S:27]([C:30]1[CH:31]=[C:32]([CH:48]=[CH:49][CH:50]=1)[C:33]([O:35][CH2:36][CH2:37][S:38]([C:41]1[CH:46]=[CH:45][C:44]([CH3:47])=[CH:43][CH:42]=1)(=[O:40])=[O:39])=[O:34])(=[O:29])=[O:28].C(N(CC)CC)C, predict the reaction product. The product is: [CH3:1][C:2]1[C:7]([CH2:8][S:9]([C:10]2[NH:18][C:17]3[C:16]([S:27]([C:30]4[CH:31]=[C:32]([CH:48]=[CH:49][CH:50]=4)[C:33]([O:35][CH2:36][CH2:37][S:38]([C:41]4[CH:42]=[CH:43][C:44]([CH3:47])=[CH:45][CH:46]=4)(=[O:40])=[O:39])=[O:34])(=[O:28])=[O:29])=[CH:15][CH:14]=[CH:13][C:12]=3[N:11]=2)=[O:19])=[N:6][CH:5]=[CH:4][C:3]=1[O:20][CH2:21][C:22]([F:25])([F:23])[F:24]. (9) Given the reactants F[C:2]1[CH:10]=[N:9][CH:8]=[CH:7][C:3]=1[C:4]([OH:6])=[O:5].[Cl:11][C:12]1[CH:18]=[CH:17][C:15]([NH2:16])=[CH:14][CH:13]=1.[Li+].C[Si]([N-][Si](C)(C)C)(C)C, predict the reaction product. The product is: [Cl:11][C:12]1[CH:18]=[CH:17][C:15]([NH:16][C:2]2[CH:10]=[N:9][CH:8]=[CH:7][C:3]=2[C:4]([OH:6])=[O:5])=[CH:14][CH:13]=1.